Dataset: Forward reaction prediction with 1.9M reactions from USPTO patents (1976-2016). Task: Predict the product of the given reaction. (1) Given the reactants [NH2:1][C:2]1[N:3]([CH3:22])[C:4](=[O:21])[C@:5]2([N:20]=1)[C:14]1[CH:13]=[C:12](Br)[CH:11]=[CH:10][C:9]=1[O:8][C@H:7]1[CH2:16][CH2:17][O:18][CH2:19][C@H:6]21.[F:23][C:24]1[CH:25]=[C:26](B(O)O)[CH:27]=[N:28][CH:29]=1, predict the reaction product. The product is: [NH2:1][C:2]1[N:3]([CH3:22])[C:4](=[O:21])[C@:5]2([N:20]=1)[C:14]1[CH:13]=[C:12]([C:26]3[CH:27]=[N:28][CH:29]=[C:24]([F:23])[CH:25]=3)[CH:11]=[CH:10][C:9]=1[O:8][C@H:7]1[CH2:16][CH2:17][O:18][CH2:19][C@H:6]21. (2) Given the reactants Cl.[CH2:2]([O:4][C:5](=[O:9])[C@H:6]([CH3:8])[NH2:7])[CH3:3].C([O-])(O)=O.[Na+].[Cl:15][CH2:16][C:17](Cl)=[O:18], predict the reaction product. The product is: [Cl:15][CH2:16][C:17]([NH:7][CH:6]([CH3:8])[C:5]([O:4][CH2:2][CH3:3])=[O:9])=[O:18]. (3) The product is: [CH2:1]([O:6][CH:7]([C:12]1[CH:13]=[N:14][C:15]([CH3:18])=[N:16][CH:17]=1)[CH2:8][N+:9]([O-:11])=[O:10])[CH3:2]. Given the reactants [CH:1]1([O:6][CH:7]([C:12]2[CH:13]=[N:14][C:15]([CH3:18])=[N:16][CH:17]=2)[CH2:8][N+:9]([O-:11])=[O:10])CCC[CH2:2]1, predict the reaction product.